From a dataset of Forward reaction prediction with 1.9M reactions from USPTO patents (1976-2016). Predict the product of the given reaction. (1) Given the reactants C(O[C:4](=[O:21])[CH2:5][C:6]([CH:8]1[CH2:13][CH2:12][N:11]([C:14]([O:16][C:17]([CH3:20])([CH3:19])[CH3:18])=[O:15])[CH2:10][CH2:9]1)=O)C.[NH:22]1[C:26]2=[CH:27][N:28]=[CH:29][CH:30]=[C:25]2[C:24]([NH2:31])=[N:23]1.P([O-])([O-])([O-])=O.[K+].[K+].[K+], predict the reaction product. The product is: [O:21]=[C:4]1[CH:5]=[C:6]([CH:8]2[CH2:9][CH2:10][N:11]([C:14]([O:16][C:17]([CH3:18])([CH3:19])[CH3:20])=[O:15])[CH2:12][CH2:13]2)[N:23]2[N:22]=[C:26]3[CH:27]=[N:28][CH:29]=[CH:30][C:25]3=[C:24]2[NH:31]1. (2) Given the reactants [O:1]1CCC(C(O)=O)C1.[CH:9]1([N:15]=[C:16]=[N:17][CH:18]2[CH2:23][CH2:22][CH2:21][CH2:20][CH2:19]2)[CH2:14][CH2:13][CH2:12][CH2:11][CH2:10]1.C(N(CC)CC)C, predict the reaction product. The product is: [CH:18]1([NH:17][C:16]([NH:15][CH:9]2[CH2:10][CH2:11][CH2:12][CH2:13][CH2:14]2)=[O:1])[CH2:23][CH2:22][CH2:21][CH2:20][CH2:19]1. (3) Given the reactants [Cl:1][C:2]1[CH:7]=[CH:6][CH:5]=[C:4](SC)[N:3]=1.[C:10]1(=O)NC(=O)CC1.Cl[O-].[Na+].[S:20]([O-:23])([O-])=[O:21].[Na+].[Na+], predict the reaction product. The product is: [Cl:1][C:2]1[CH:7]=[CH:6][CH:5]=[C:4]([S:20]([CH3:10])(=[O:23])=[O:21])[N:3]=1. (4) Given the reactants [OH:1][CH2:2][CH2:3][O:4][CH2:5][CH2:6][NH:7][C:8]([C:10]1[C:11]([CH3:52])=[C:12]2[CH:33]=[C:31]3[N:32]=[C:28]([C:29]([CH3:36])=[C:30]3[CH2:34][CH3:35])[CH:27]=[C:25]3[NH:26][C:22]([C:23]([CH3:39])=[C:24]3[CH:37]=[CH2:38])=[CH:21][C:19]3=[N:20][C:16]([CH:17]([CH2:41][CH2:42][C:43](OC)=[O:44])[CH:18]3[CH3:40])=[C:15]([CH2:47][C:48](OC)=[O:49])[C:14]=1[NH:13]2)=[O:9].[BH4-].[Li+], predict the reaction product. The product is: [OH:44][CH2:43][CH2:42][CH2:41][CH:17]1[CH:18]([CH3:40])[C:19]2=[N:20][C:16]1=[C:15]([CH2:47][CH2:48][OH:49])[C:14]1[NH:13][C:12]([CH:33]=[C:31]3[N:32]=[C:28]([CH:27]=[C:25]4[NH:26][C:22](=[CH:21]2)[C:23]([CH3:39])=[C:24]4[CH:37]=[CH2:38])[C:29]([CH3:36])=[C:30]3[CH2:34][CH3:35])=[C:11]([CH3:52])[C:10]=1[C:8]([NH:7][CH2:6][CH2:5][O:4][CH2:3][CH2:2][OH:1])=[O:9]. (5) Given the reactants [CH2:1]([NH2:9])[CH2:2][CH2:3][CH2:4][CH2:5][CH2:6][CH2:7][CH3:8].[CH:10]12[O:16][CH:13]([CH2:14][CH2:15]1)[CH:12]1[C:17]([O:19][C:20](=O)[CH:11]21)=[O:18].C(N(CC)CC)C, predict the reaction product. The product is: [CH2:1]([N:9]1[C:20](=[O:19])[CH:11]2[CH:12]([CH:13]3[O:16][CH:10]2[CH2:15][CH2:14]3)[C:17]1=[O:18])[CH2:2][CH2:3][CH2:4][CH2:5][CH2:6][CH2:7][CH3:8]. (6) Given the reactants CS(O[CH2:6][CH2:7][O:8][C:9]1[C:17]2[C:12](=[N:13][CH:14]=[N:15][C:16]=2[NH:18][C:19]2[CH:24]=[CH:23][C:22]([O:25][CH2:26][C:27]3[CH:32]=[CH:31][CH:30]=[C:29]([F:33])[CH:28]=3)=[C:21]([O:34][CH3:35])[CH:20]=2)[NH:11][N:10]=1)(=O)=O.[NH:36]1[CH2:40][CH2:39][CH2:38][CH2:37]1, predict the reaction product. The product is: [F:33][C:29]1[CH:28]=[C:27]([CH:32]=[CH:31][CH:30]=1)[CH2:26][O:25][C:22]1[CH:23]=[CH:24][C:19]([NH:18][C:16]2[N:15]=[CH:14][N:13]=[C:12]3[NH:11][N:10]=[C:9]([O:8][CH2:7][CH2:6][N:36]4[CH2:40][CH2:39][CH2:38][CH2:37]4)[C:17]=23)=[CH:20][C:21]=1[O:34][CH3:35]. (7) Given the reactants [Br:1][C:2]1[C:3]([C@@H:19]([NH:29][S@](C(C)(C)C)=O)[CH2:20][C:21]2[CH:26]=[C:25]([F:27])[CH:24]=[C:23]([F:28])[CH:22]=2)=[N:4][CH:5]=[C:6]([N:8]2[C:16](=[O:17])[C:15]3[C:10](=[CH:11][CH:12]=[CH:13][CH:14]=3)[C:9]2=[O:18])[CH:7]=1.[ClH:36].O1CCOCC1, predict the reaction product. The product is: [ClH:36].[NH2:29][C@H:19]([C:3]1[N:4]=[CH:5][C:6]([N:8]2[C:9](=[O:18])[C:10]3[C:15](=[CH:14][CH:13]=[CH:12][CH:11]=3)[C:16]2=[O:17])=[CH:7][C:2]=1[Br:1])[CH2:20][C:21]1[CH:26]=[C:25]([F:27])[CH:24]=[C:23]([F:28])[CH:22]=1. (8) Given the reactants I[CH2:2][CH2:3][CH2:4][CH2:5]I.[NH2:7][C:8]1[CH:13]=[CH:12][C:11]([N:14]2[CH2:31][CH2:30][CH2:29][C@:16]3([C:20](=[O:21])[N:19]([C@H:22]4[CH2:27][CH2:26][C@H:25]([OH:28])[CH2:24][CH2:23]4)[CH2:18][CH2:17]3)[CH2:15]2)=[C:10]([F:32])[CH:9]=1.[I-].[K+].C(O)(C(F)(F)F)=O, predict the reaction product. The product is: [F:32][C:10]1[CH:9]=[C:8]([N:7]2[CH2:5][CH2:4][CH2:3][CH2:2]2)[CH:13]=[CH:12][C:11]=1[N:14]1[CH2:31][CH2:30][CH2:29][C@:16]2([C:20](=[O:21])[N:19]([C@H:22]3[CH2:23][CH2:24][C@H:25]([OH:28])[CH2:26][CH2:27]3)[CH2:18][CH2:17]2)[CH2:15]1.